This data is from Full USPTO retrosynthesis dataset with 1.9M reactions from patents (1976-2016). The task is: Predict the reactants needed to synthesize the given product. (1) Given the product [Br:11][C:8]1[CH:7]=[CH:6][C:4]([NH2:5])=[C:3]([O:2][CH3:1])[C:9]=1[F:10], predict the reactants needed to synthesize it. The reactants are: [CH3:1][O:2][C:3]1[C:9]([F:10])=[CH:8][CH:7]=[CH:6][C:4]=1[NH2:5].[Br:11]Br. (2) Given the product [CH2:21]([N:23]([CH2:24][CH3:25])[C:6](=[O:8])[C:5]1[CH:9]=[CH:10][C:2]([F:1])=[C:3]([N+:11]([O-:13])=[O:12])[CH:4]=1)[CH3:22], predict the reactants needed to synthesize it. The reactants are: [F:1][C:2]1[CH:10]=[CH:9][C:5]([C:6]([OH:8])=O)=[CH:4][C:3]=1[N+:11]([O-:13])=[O:12].C(Cl)Cl.O=S(Cl)Cl.[CH2:21]([NH:23][CH2:24][CH3:25])[CH3:22].C(N(CC)CC)C. (3) Given the product [CH3:28][C:25]1[CH:26]=[CH:27][C:22]2[NH:21][C:15]3[C:16]([C:18](=[O:20])[C:23]=2[CH:24]=1)=[CH:17][C:9]1[NH:8][C:5]2[CH:6]=[CH:7][C:2]([CH3:1])=[CH:3][C:4]=2[C:11](=[O:13])[C:10]=1[CH:14]=3, predict the reactants needed to synthesize it. The reactants are: [CH3:1][C:2]1[CH:7]=[CH:6][C:5]([NH:8][C:9]2[CH:17]=[C:16]([C:18]([OH:20])=O)[C:15]([NH:21][C:22]3[CH:27]=[CH:26][C:25]([CH3:28])=[CH:24][CH:23]=3)=[CH:14][C:10]=2[C:11]([OH:13])=O)=[CH:4][CH:3]=1.